This data is from Forward reaction prediction with 1.9M reactions from USPTO patents (1976-2016). The task is: Predict the product of the given reaction. The product is: [CH3:12][O:13][C:14]1[CH:19]=[CH:18][C:17]([N:20]([CH3:21])[C:2]2[C:11]3[C:6](=[CH:7][CH:8]=[CH:9][CH:10]=3)[N:5]=[CH:4][CH:3]=2)=[CH:16][CH:15]=1. Given the reactants Cl[C:2]1[C:11]2[C:6](=[CH:7][CH:8]=[CH:9][CH:10]=2)[N:5]=[CH:4][CH:3]=1.[CH3:12][O:13][C:14]1[CH:19]=[CH:18][C:17]([NH:20][CH3:21])=[CH:16][CH:15]=1, predict the reaction product.